Dataset: Peptide-MHC class II binding affinity with 134,281 pairs from IEDB. Task: Regression. Given a peptide amino acid sequence and an MHC pseudo amino acid sequence, predict their binding affinity value. This is MHC class II binding data. (1) The peptide sequence is SVVGWPTVRERMRRA. The MHC is DRB5_0101 with pseudo-sequence DRB5_0101. The binding affinity (normalized) is 0. (2) The peptide sequence is YDYFLANVSTVLTGK. The MHC is DRB3_0202 with pseudo-sequence DRB3_0202. The binding affinity (normalized) is 0.837. (3) The peptide sequence is IALVKTLLEQTLALL. The MHC is DRB1_1101 with pseudo-sequence DRB1_1101. The binding affinity (normalized) is 0.114. (4) The peptide sequence is TEKGMKNVFDDVVPE. The MHC is HLA-DPA10201-DPB10501 with pseudo-sequence HLA-DPA10201-DPB10501. The binding affinity (normalized) is 0.